The task is: Predict the product of the given reaction.. This data is from Forward reaction prediction with 1.9M reactions from USPTO patents (1976-2016). (1) The product is: [Cl:1][C:2]1[CH:7]=[CH:6][CH:5]=[C:4]([Cl:8])[N+:3]=1[O-:12]. Given the reactants [Cl:1][C:2]1[CH:7]=[CH:6][CH:5]=[C:4]([Cl:8])[N:3]=1.FC(F)(F)C(O)=[O:12].OO.S(=O)(=O)(O)O, predict the reaction product. (2) Given the reactants [N:1]12[CH2:8][CH2:7][CH:4]([CH2:5][CH2:6]1)[CH:3]([NH:9][C:10]([C:12]1[CH:13]=[CH:14][CH:15]=[C:16]3[O:20][C:19]([C:21]4[CH:29]=[CH:28][C:24]5=[CH:25][O:26][CH:27]=[C:23]5[CH:22]=4)=[N:18][C:17]=13)=[O:11])[CH2:2]2.[H][H], predict the reaction product. The product is: [N:1]12[CH2:8][CH2:7][CH:4]([CH2:5][CH2:6]1)[CH:3]([NH:9][C:10]([C:12]1[CH:13]=[CH:14][CH:15]=[C:16]3[O:20][C:19]([C:21]4[CH:22]=[CH:23][C:27]5[O:26][CH2:25][CH2:24][C:28]=5[CH:29]=4)=[N:18][C:17]=13)=[O:11])[CH2:2]2. (3) Given the reactants [C:1]([O:5][C:6]([NH:8][CH2:9][C:10]([CH3:25])([CH3:24])[CH2:11][O:12][C:13]1[CH:21]=[C:20]([O:22][CH3:23])[CH:19]=[CH:18][C:14]=1[C:15]([OH:17])=O)=[O:7])([CH3:4])([CH3:3])[CH3:2].[CH3:26][O:27][C:28]1[CH:43]=[CH:42][C:31]([C:32]([NH:34][C:35]2[C:36]([NH2:41])=[CH:37][CH:38]=[CH:39][CH:40]=2)=[O:33])=[CH:30][CH:29]=1, predict the reaction product. The product is: [C:1]([O:5][C:6]([NH:8][CH2:9][C:10]([CH3:25])([CH3:24])[CH2:11][O:12][C:13]1[CH:21]=[C:20]([O:22][CH3:23])[CH:19]=[CH:18][C:14]=1[C:15]([NH:41][C:36]1[C:35]([NH:34][C:32](=[O:33])[C:31]2[CH:30]=[CH:29][C:28]([O:27][CH3:26])=[CH:43][CH:42]=2)=[CH:40][CH:39]=[CH:38][CH:37]=1)=[O:17])=[O:7])([CH3:2])([CH3:3])[CH3:4]. (4) Given the reactants [CH3:1][NH:2][CH2:3][CH2:4][CH2:5][O:6][C:7]1[CH:12]=[CH:11][CH:10]=[C:9]([N+:13]([O-:15])=[O:14])[CH:8]=1.[O:16]=[C:17]([OH:29])[C@@H:18]([C@H:20]([C@H:22]([C@@H:24]([C:26]([OH:28])=[O:27])[OH:25])[OH:23])[OH:21])[OH:19].O, predict the reaction product. The product is: [O:16]=[C:17]([OH:29])[C@@H:18]([C@H:20]([C@H:22]([C@@H:24]([C:26]([OH:28])=[O:27])[OH:25])[OH:23])[OH:21])[OH:19].[CH3:1][NH:2][CH2:3][CH2:4][CH2:5][O:6][C:7]1[CH:12]=[CH:11][CH:10]=[C:9]([N+:13]([O-:15])=[O:14])[CH:8]=1.[CH3:1][NH:2][CH2:3][CH2:4][CH2:5][O:6][C:7]1[CH:12]=[CH:11][CH:10]=[C:9]([N+:13]([O-:15])=[O:14])[CH:8]=1. (5) Given the reactants [OH:1][C:2]1[N:6]([C:7]2[CH:12]=[C:11]([C:13]#[N:14])[CH:10]=[CH:9][N:8]=2)[N:5]=[CH:4][CH:3]=1.[CH3:15][O:16][C:17]1[CH:18]=[C:19]([CH:22]=[CH:23][CH:24]=1)[CH2:20]O, predict the reaction product. The product is: [CH3:15][O:16][C:17]1[CH:18]=[C:19]([CH:22]=[CH:23][CH:24]=1)[CH2:20][O:1][C:2]1[N:6]([C:7]2[CH:12]=[C:11]([C:13]#[N:14])[CH:10]=[CH:9][N:8]=2)[N:5]=[CH:4][CH:3]=1.